From a dataset of Full USPTO retrosynthesis dataset with 1.9M reactions from patents (1976-2016). Predict the reactants needed to synthesize the given product. (1) Given the product [F:27][C:25]([F:26])([F:28])[S:22]([NH:21][CH2:20][CH2:19][CH2:18][CH2:17][CH2:16][N:15]1[CH2:14][C:10]2[N:9]3[C:5](=[CH:6][N:7]=[C:8]3[CH:13]=[CH:12][CH:11]=2)[C:29]1=[O:31])(=[O:24])=[O:23], predict the reactants needed to synthesize it. The reactants are: ClC(Cl)(Cl)C([C:5]1[N:9]2[C:10]([CH2:14][N:15]([C:29]([O:31]C(C)(C)C)=O)[CH2:16][CH2:17][CH2:18][CH2:19][CH2:20][NH:21][S:22]([C:25]([F:28])([F:27])[F:26])(=[O:24])=[O:23])=[CH:11][CH:12]=[CH:13][C:8]2=[N:7][CH:6]=1)=O.I[Si](C)(C)C.C(=O)([O-])O.[Na+]. (2) Given the product [F:27][C:5]1[CH:4]=[C:3]([F:28])[C:2]([B:32]2[O:33][C:34]([CH3:36])([CH3:35])[C:30]([CH3:46])([CH3:29])[O:31]2)=[CH:26][C:6]=1[CH2:7][O:8][C:9]1[N:14]=[CH:13][C:12]2[C@@H:15]3[C@@H:18]([C:19]([O:21][C:22]([CH3:25])([CH3:24])[CH3:23])=[O:20])[C@@H:16]3[CH2:17][C:11]=2[CH:10]=1, predict the reactants needed to synthesize it. The reactants are: Br[C:2]1[C:3]([F:28])=[CH:4][C:5]([F:27])=[C:6]([CH:26]=1)[CH2:7][O:8][C:9]1[N:14]=[CH:13][C:12]2[C@@H:15]3[C@@H:18]([C:19]([O:21][C:22]([CH3:25])([CH3:24])[CH3:23])=[O:20])[C@@H:16]3[CH2:17][C:11]=2[CH:10]=1.[CH3:29][C:30]1([CH3:46])[C:34]([CH3:36])([CH3:35])[O:33][B:32]([B:32]2[O:33][C:34]([CH3:36])([CH3:35])[C:30]([CH3:46])([CH3:29])[O:31]2)[O:31]1.B(O)O.CC([O-])=O.[K+].O1CCOCC1. (3) Given the product [NH2:12][C:7]1[CH:8]=[CH:9][CH:10]=[C:11]2[C:6]=1[C:4](=[O:5])[O:3][CH:2]2[CH3:1], predict the reactants needed to synthesize it. The reactants are: [CH3:1][CH:2]1[C:11]2[C:6](=[C:7]([N+:12]([O-])=O)[CH:8]=[CH:9][CH:10]=2)[C:4](=[O:5])[O:3]1.[OH-].[Na+].[N+](C1C=CC=C(C(O)C)C=1C(O)=O)([O-])=O.O.NN. (4) Given the product [C:3]([O:7][C:8]([NH:10][C@H:11]1[CH2:17][CH2:16][CH2:15][C@@H:14]([O:18][CH3:19])[CH2:13][CH2:12]1)=[O:9])([CH3:6])([CH3:4])[CH3:5], predict the reactants needed to synthesize it. The reactants are: [H-].[Na+].[C:3]([O:7][C:8]([NH:10][CH:11]1[CH2:17][CH2:16][CH2:15][CH:14]([OH:18])[CH2:13][CH2:12]1)=[O:9])([CH3:6])([CH3:5])[CH3:4].[CH3:19]I.[OH-].[Na+]. (5) Given the product [CH3:28][C:29]([N:32]1[CH:36]=[C:35]([C:2]2[CH:11]=[C:10]3[C:5]([CH:6]=[CH:7][CH:8]=[N:9]3)=[C:4]([NH:12][CH2:13][C@:14]3([F:27])[CH2:19][CH2:18][CH2:17][N:16]([C:20]([O:22][C:23]([CH3:26])([CH3:25])[CH3:24])=[O:21])[CH2:15]3)[N:3]=2)[CH:34]=[N:33]1)([CH3:31])[CH3:30], predict the reactants needed to synthesize it. The reactants are: Cl[C:2]1[CH:11]=[C:10]2[C:5]([CH:6]=[CH:7][CH:8]=[N:9]2)=[C:4]([NH:12][CH2:13][C@:14]2([F:27])[CH2:19][CH2:18][CH2:17][N:16]([C:20]([O:22][C:23]([CH3:26])([CH3:25])[CH3:24])=[O:21])[CH2:15]2)[N:3]=1.[CH3:28][C:29]([N:32]1[CH:36]=[C:35](B2OC(C)(C)C(C)(C)O2)[CH:34]=[N:33]1)([CH3:31])[CH3:30].C(=O)([O-])[O-].[Cs+].[Cs+].O.